From a dataset of Reaction yield outcomes from USPTO patents with 853,638 reactions. Predict the reaction yield, written as a fraction of the theoretical maximum amount of product (1.0 means a 100% yield; for example, 0.34 means a 34% yield). (1) The reactants are C([Li])CCC.Br[C:7]1[CH:12]=[CH:11][CH:10]=[C:9]([Br:13])[CH:8]=1.[C:14]([C:16]1[CH:21]=[CH:20][N:19]=[CH:18][CH:17]=1)#[N:15].[BH4-].[Na+].[Cl-].[NH4+]. The catalyst is C(OCC)C.CO. The product is [Br:13][C:9]1[CH:8]=[C:7]([CH:14]([C:16]2[CH:21]=[CH:20][N:19]=[CH:18][CH:17]=2)[NH2:15])[CH:12]=[CH:11][CH:10]=1. The yield is 0.630. (2) The reactants are [CH3:1][O:2][C:3]1[CH:4]=[C:5]2[C:10](=[CH:11][CH:12]=1)[C:9](=[O:13])[N:8]([C:14]1[CH:19]=[CH:18][C:17]([O:20][CH3:21])=[CH:16][CH:15]=1)[CH:7]=[CH:6]2.[Br:22]N1C(=O)CCC1=O.C(=O)(O)[O-].[Na+]. The catalyst is C(#N)C. The product is [Br:22][C:6]1[C:5]2[C:10](=[CH:11][CH:12]=[C:3]([O:2][CH3:1])[CH:4]=2)[C:9](=[O:13])[N:8]([C:14]2[CH:15]=[CH:16][C:17]([O:20][CH3:21])=[CH:18][CH:19]=2)[CH:7]=1. The yield is 0.859. (3) The reactants are [Cl:1][C:2]1[C:7]([CH3:8])=[C:6](Cl)[N:5]=[CH:4][N:3]=1.[C:10](=O)([O-])[O-].[Cs+].[Cs+].CB(O)O. The catalyst is C1(C)C=CC=CC=1.CN(C=O)C.C1C=CC([P]([Pd]([P](C2C=CC=CC=2)(C2C=CC=CC=2)C2C=CC=CC=2)([P](C2C=CC=CC=2)(C2C=CC=CC=2)C2C=CC=CC=2)[P](C2C=CC=CC=2)(C2C=CC=CC=2)C2C=CC=CC=2)(C2C=CC=CC=2)C2C=CC=CC=2)=CC=1. The product is [Cl:1][C:2]1[C:7]([CH3:8])=[C:6]([CH3:10])[N:5]=[CH:4][N:3]=1. The yield is 0.410.